This data is from Peptide-MHC class II binding affinity with 134,281 pairs from IEDB. The task is: Regression. Given a peptide amino acid sequence and an MHC pseudo amino acid sequence, predict their binding affinity value. This is MHC class II binding data. (1) The peptide sequence is LECFVRSSPASFEKK. The MHC is H-2-IAb with pseudo-sequence H-2-IAb. The binding affinity (normalized) is 0.344. (2) The peptide sequence is HFSNVFRSVMAPFTM. The MHC is HLA-DPA10103-DPB10401 with pseudo-sequence HLA-DPA10103-DPB10401. The binding affinity (normalized) is 0.828. (3) The peptide sequence is DKRLAAYLMLMRSPS. The MHC is HLA-DPA10103-DPB10401 with pseudo-sequence HLA-DPA10103-DPB10401. The binding affinity (normalized) is 0.453. (4) The peptide sequence is DRVLDILEAVKLIRK. The MHC is H-2-IAb with pseudo-sequence H-2-IAb. The binding affinity (normalized) is 0. (5) The peptide sequence is YMPDVLEKLELLQRR. The MHC is DRB1_0301 with pseudo-sequence DRB1_0301. The binding affinity (normalized) is 0.407. (6) The peptide sequence is HTLWSNGVLESDMII. The MHC is DRB3_0101 with pseudo-sequence DRB3_0101. The binding affinity (normalized) is 0.390. (7) The peptide sequence is DIIFDIYFAILMMSC. The MHC is HLA-DQA10501-DQB10201 with pseudo-sequence HLA-DQA10501-DQB10201. The binding affinity (normalized) is 0.284. (8) The peptide sequence is ELQVIEKVDAAFKVA. The MHC is DRB1_0802 with pseudo-sequence DRB1_0802. The binding affinity (normalized) is 0.441. (9) The peptide sequence is EKKYFAATQFRPLAA. The MHC is HLA-DPA10103-DPB10401 with pseudo-sequence HLA-DPA10103-DPB10401. The binding affinity (normalized) is 1.00. (10) The peptide sequence is NGILKKLSSIKSKSR. The MHC is HLA-DPA10301-DPB10402 with pseudo-sequence HLA-DPA10301-DPB10402. The binding affinity (normalized) is 0.412.